This data is from NCI-60 drug combinations with 297,098 pairs across 59 cell lines. The task is: Regression. Given two drug SMILES strings and cell line genomic features, predict the synergy score measuring deviation from expected non-interaction effect. (1) Drug 1: C1CCC(CC1)NC(=O)N(CCCl)N=O. Drug 2: CC(C1=C(C=CC(=C1Cl)F)Cl)OC2=C(N=CC(=C2)C3=CN(N=C3)C4CCNCC4)N. Cell line: EKVX. Synergy scores: CSS=4.60, Synergy_ZIP=-4.11, Synergy_Bliss=-3.67, Synergy_Loewe=-4.71, Synergy_HSA=-3.12. (2) Drug 1: CC1=C2C(C(=O)C3(C(CC4C(C3C(C(C2(C)C)(CC1OC(=O)C(C(C5=CC=CC=C5)NC(=O)C6=CC=CC=C6)O)O)OC(=O)C7=CC=CC=C7)(CO4)OC(=O)C)O)C)OC(=O)C. Drug 2: C1CNP(=O)(OC1)N(CCCl)CCCl. Cell line: HOP-92. Synergy scores: CSS=1.73, Synergy_ZIP=-3.29, Synergy_Bliss=3.15, Synergy_Loewe=-15.6, Synergy_HSA=-0.263. (3) Drug 1: C1=CC(=CC=C1CCC2=CNC3=C2C(=O)NC(=N3)N)C(=O)NC(CCC(=O)O)C(=O)O. Drug 2: CC1=C2C(C(=O)C3(C(CC4C(C3C(C(C2(C)C)(CC1OC(=O)C(C(C5=CC=CC=C5)NC(=O)OC(C)(C)C)O)O)OC(=O)C6=CC=CC=C6)(CO4)OC(=O)C)O)C)O. Cell line: COLO 205. Synergy scores: CSS=43.7, Synergy_ZIP=-9.69, Synergy_Bliss=-13.1, Synergy_Loewe=-13.1, Synergy_HSA=-7.46. (4) Drug 1: CNC(=O)C1=NC=CC(=C1)OC2=CC=C(C=C2)NC(=O)NC3=CC(=C(C=C3)Cl)C(F)(F)F. Drug 2: C1CN(CCN1C(=O)CCBr)C(=O)CCBr. Cell line: SR. Synergy scores: CSS=51.8, Synergy_ZIP=3.10, Synergy_Bliss=6.93, Synergy_Loewe=-9.38, Synergy_HSA=3.75. (5) Drug 1: C1=CC(=CC=C1CCC2=CNC3=C2C(=O)NC(=N3)N)C(=O)NC(CCC(=O)O)C(=O)O. Drug 2: CC(C)CN1C=NC2=C1C3=CC=CC=C3N=C2N. Cell line: K-562. Synergy scores: CSS=53.0, Synergy_ZIP=-0.815, Synergy_Bliss=-3.73, Synergy_Loewe=-18.4, Synergy_HSA=-4.49. (6) Drug 1: CS(=O)(=O)CCNCC1=CC=C(O1)C2=CC3=C(C=C2)N=CN=C3NC4=CC(=C(C=C4)OCC5=CC(=CC=C5)F)Cl. Drug 2: N.N.Cl[Pt+2]Cl. Cell line: A549. Synergy scores: CSS=52.2, Synergy_ZIP=-1.89, Synergy_Bliss=-0.587, Synergy_Loewe=-1.43, Synergy_HSA=2.80. (7) Drug 1: COC1=C(C=C2C(=C1)N=CN=C2NC3=CC(=C(C=C3)F)Cl)OCCCN4CCOCC4. Drug 2: C1C(C(OC1N2C=NC3=C2NC=NCC3O)CO)O. Cell line: HOP-62. Synergy scores: CSS=8.45, Synergy_ZIP=-4.53, Synergy_Bliss=-1.83, Synergy_Loewe=-4.98, Synergy_HSA=-0.0761.